From a dataset of Forward reaction prediction with 1.9M reactions from USPTO patents (1976-2016). Predict the product of the given reaction. (1) Given the reactants CCCCC.C([Li])(C)(C)C.Br[C:12]1[CH:17]=[CH:16][C:15]([C:18]2[N:23]=[C:22]([C:24]3[CH:29]=[CH:28][C:27]([C:30]([CH3:33])([CH3:32])[CH3:31])=[CH:26][CH:25]=3)[N:21]=[C:20]([C:34]3[CH:39]=[CH:38][C:37]([C:40]([CH3:43])([CH3:42])[CH3:41])=[CH:36][CH:35]=3)[N:19]=2)=[CH:14][CH:13]=1.Br[C:45]1[CH:50]=[CH:49][C:48]([C:51]2[CH:56]=[CH:55][CH:54]=[CH:53][N:52]=2)=[CH:47][CH:46]=1, predict the reaction product. The product is: [C:40]([C:37]1[CH:38]=[CH:39][C:34]([C:20]2[N:21]=[C:22]([C:24]3[CH:29]=[CH:28][C:27]([C:30]([CH3:33])([CH3:31])[CH3:32])=[CH:26][CH:25]=3)[N:23]=[C:18]([C:15]3[CH:14]=[CH:13][C:12]([C:45]4[CH:46]=[CH:47][C:48]([C:51]5[CH:56]=[CH:55][CH:54]=[CH:53][N:52]=5)=[CH:49][CH:50]=4)=[CH:17][CH:16]=3)[N:19]=2)=[CH:35][CH:36]=1)([CH3:43])([CH3:42])[CH3:41]. (2) Given the reactants [S:1]1[CH:5]=[CH:4][C:3]([C:6]2[CH:11]=[CH:10][C:9]([CH:12]([CH3:15])[CH2:13][NH2:14])=[CH:8][CH:7]=2)=[CH:2]1.[C:16](Cl)(=[O:23])[C:17]1[CH:22]=[CH:21][N:20]=[CH:19][CH:18]=1, predict the reaction product. The product is: [S:1]1[CH:5]=[CH:4][C:3]([C:6]2[CH:11]=[CH:10][C:9]([CH:12]([CH3:15])[CH2:13][NH:14][C:16](=[O:23])[C:17]3[CH:22]=[CH:21][N:20]=[CH:19][CH:18]=3)=[CH:8][CH:7]=2)=[CH:2]1.